This data is from Full USPTO retrosynthesis dataset with 1.9M reactions from patents (1976-2016). The task is: Predict the reactants needed to synthesize the given product. (1) The reactants are: [Cl:1][C:2]1[CH:3]=[CH:4][C:5]([O:15][CH2:16][C:17]2[CH:22]=[CH:21][C:20]([O:23][CH3:24])=[CH:19][CH:18]=2)=[C:6]([C:8](=O)[CH2:9][CH2:10][C:11](=O)[CH3:12])[CH:7]=1.[CH2:25]([O:27][C:28](=[O:36])[C:29]1[CH:34]=[CH:33][N:32]=[C:31]([NH2:35])[CH:30]=1)[CH3:26]. Given the product [CH2:25]([O:27][C:28](=[O:36])[C:29]1[CH:34]=[CH:33][N:32]=[C:31]([N:35]2[C:11]([CH3:12])=[CH:10][CH:9]=[C:8]2[C:6]2[CH:7]=[C:2]([Cl:1])[CH:3]=[CH:4][C:5]=2[O:15][CH2:16][C:17]2[CH:22]=[CH:21][C:20]([O:23][CH3:24])=[CH:19][CH:18]=2)[CH:30]=1)[CH3:26], predict the reactants needed to synthesize it. (2) Given the product [CH3:1][O:2][C:3]1[CH:8]=[CH:7][CH:6]=[C:5]2[C:4]=1[NH:17][C:10]([C:11]([O:13][CH2:14][CH3:15])=[O:12])=[CH:9]2, predict the reactants needed to synthesize it. The reactants are: [CH3:1][O:2][C:3]1[C:4]([N+:17]([O-])=O)=[C:5]([CH2:9][C:10](=O)[C:11]([O:13][CH2:14][CH3:15])=[O:12])[CH:6]=[CH:7][CH:8]=1. (3) Given the product [C:1]([N:4]1[C:13]2[C:8](=[CH:9][C:10]([C:36]3[CH2:41][CH2:40][N:39]([C:42]([O:44][C:45]([CH3:48])([CH3:47])[CH3:46])=[O:43])[CH2:38][CH:37]=3)=[CH:11][CH:12]=2)[C@H:7]([NH:15][C:16]([O:17][CH2:18][C:19]2[CH:24]=[CH:23][CH:22]=[CH:21][CH:20]=2)=[O:25])[C@@H:6]([CH3:26])[C@@H:5]1[CH3:27])(=[O:3])[CH3:2], predict the reactants needed to synthesize it. The reactants are: [C:1]([N:4]1[C:13]2[C:8](=[CH:9][C:10](Br)=[CH:11][CH:12]=2)[C@H:7]([NH:15][C:16](=[O:25])[O:17][CH2:18][C:19]2[CH:24]=[CH:23][CH:22]=[CH:21][CH:20]=2)[C@@H:6]([CH3:26])[C@@H:5]1[CH3:27])(=[O:3])[CH3:2].CC1(C)C(C)(C)OB([C:36]2[CH2:41][CH2:40][N:39]([C:42]([O:44][C:45]([CH3:48])([CH3:47])[CH3:46])=[O:43])[CH2:38][CH:37]=2)O1.C(=O)([O-])[O-].[Cs+].[Cs+]. (4) Given the product [CH2:4]([O:6][C:7](=[O:8])[C:9]1[CH:14]=[C:13]([C:15]#[N:16])[C:12]([N:17]2[CH2:20][CH:19]([C:21]([O:23][C:24]([CH3:26])([CH3:25])[CH3:27])=[O:22])[CH2:18]2)=[N:11][C:10]=1[O:28][CH2:1][CH3:2])[CH3:5], predict the reactants needed to synthesize it. The reactants are: [CH2:1](I)[CH3:2].[CH2:4]([O:6][C:7]([C:9]1[C:10](=[O:28])[NH:11][C:12]([N:17]2[CH2:20][CH:19]([C:21]([O:23][C:24]([CH3:27])([CH3:26])[CH3:25])=[O:22])[CH2:18]2)=[C:13]([C:15]#[N:16])[CH:14]=1)=[O:8])[CH3:5]. (5) Given the product [CH2:48]([N:52]1[N:56]=[C:55]([CH3:57])[S:54]/[C:53]/1=[CH:58]\[C:11]([C:1]1[C:10]2[C:5](=[CH:6][CH:7]=[CH:8][CH:9]=2)[CH:4]=[CH:3][CH:2]=1)=[O:13])[CH2:49][CH2:50][CH3:51], predict the reactants needed to synthesize it. The reactants are: [C:1]1([C:11]([OH:13])=O)[C:10]2[C:5](=[CH:6][CH:7]=[CH:8][CH:9]=2)[CH:4]=[CH:3][CH:2]=1.CN(C(ON1N=NC2C=CC=NC1=2)=[N+](C)C)C.F[P-](F)(F)(F)(F)F.CCN(C(C)C)C(C)C.[I-].[CH2:48]([N+:52]1[N:56]=[C:55]([CH3:57])[S:54][C:53]=1[CH3:58])[CH2:49][CH2:50][CH3:51]. (6) Given the product [CH:1]([O:4][C:5]([N:7]1[CH2:11][CH2:10][C@@H:9]([O:12][C@@H:13]([C:15]2[N:19]=[C:18]([C:20]3[CH:21]=[N:22][C:23]([N:36]4[CH2:37][C@H:38]([C:39]5[CH:44]=[C:43]([F:45])[CH:42]=[CH:41][C:40]=5[F:46])[C@@H:34]([NH:33][C:32]([O:31][C:27]([CH3:30])([CH3:29])[CH3:28])=[O:47])[CH2:35]4)=[N:24][CH:25]=3)[O:17][N:16]=2)[CH3:14])[CH2:8]1)=[O:6])([CH3:3])[CH3:2], predict the reactants needed to synthesize it. The reactants are: [CH:1]([O:4][C:5]([N:7]1[CH2:11][CH2:10][CH:9]([O:12][C@@H:13]([C:15]2[N:19]=[C:18]([C:20]3[CH:21]=[N:22][C:23](Cl)=[N:24][CH:25]=3)[O:17][N:16]=2)[CH3:14])[CH2:8]1)=[O:6])([CH3:3])[CH3:2].[C:27]([O:31][C:32](=[O:47])[NH:33][C@@H:34]1[C@@H:38]([C:39]2[CH:44]=[C:43]([F:45])[CH:42]=[CH:41][C:40]=2[F:46])[CH2:37][NH:36][CH2:35]1)([CH3:30])([CH3:29])[CH3:28].CCN(C(C)C)C(C)C. (7) Given the product [CH3:8][O:7][C:5](=[O:6])[C:4](=[CH:9][C:10]1[CH:11]=[CH:12][C:13]([O:16][CH2:27][O:28][CH2:29][CH2:30][O:31][CH3:32])=[CH:14][CH:15]=1)[C:3]([O:2][CH3:1])=[O:17], predict the reactants needed to synthesize it. The reactants are: [CH3:1][O:2][C:3](=[O:17])[C:4](=[CH:9][C:10]1[CH:15]=[CH:14][C:13]([OH:16])=[CH:12][CH:11]=1)[C:5]([O:7][CH3:8])=[O:6].C(N(C(C)C)CC)(C)C.[CH2:27](Cl)[O:28][CH2:29][CH2:30][O:31][CH3:32].